This data is from Forward reaction prediction with 1.9M reactions from USPTO patents (1976-2016). The task is: Predict the product of the given reaction. (1) Given the reactants [CH:1]1([CH:4]=O)[CH2:3][CH2:2]1.[C:6]([O-:9])(=[O:8])[CH3:7].[NH4+:10].C(O)(=O)CC(O)=O, predict the reaction product. The product is: [NH2:10][CH:4]([CH:1]1[CH2:2][CH2:3]1)[CH2:7][C:6]([OH:9])=[O:8]. (2) Given the reactants [O:1]=[C:2]1[C@H:8]([CH2:9][C:10]([OH:12])=[O:11])[CH2:7][C:6]2[CH:13]=[CH:14][C:15]([O:17][CH2:18][CH2:19][C:20]3[N:21]=[C:22]4[N:27](C(OC(C)(C)C)=O)[CH2:26][CH2:25][CH2:24][N:23]4[CH:35]=3)=[CH:16][C:5]=2[CH2:4][N:3]1[CH2:36][C:37]([F:40])([F:39])[F:38].[CH2:41](O)[CH2:42][CH3:43].[ClH:45].O1CCOCC1, predict the reaction product. The product is: [ClH:45].[O:1]=[C:2]1[C@H:8]([CH2:9][C:10]([O:12][CH2:41][CH2:42][CH3:43])=[O:11])[CH2:7][C:6]2[CH:13]=[CH:14][C:15]([O:17][CH2:18][CH2:19][C:20]3[N:21]=[C:22]4[NH:27][CH2:26][CH2:25][CH2:24][N:23]4[CH:35]=3)=[CH:16][C:5]=2[CH2:4][N:3]1[CH2:36][C:37]([F:39])([F:40])[F:38]. (3) Given the reactants Cl.C(N=C=NCCCN(C)C)C.Cl.[CH2:14]([O:21][C:22]1[CH:29]=[CH:28][C:25]([CH2:26][NH2:27])=[CH:24][C:23]=1[O:30][CH3:31])[C:15]1[CH:20]=[CH:19][CH:18]=[CH:17][CH:16]=1.[C:32]([O:36][C:37]([N:39]1[CH2:44][CH2:43][CH:42]([C:45](O)=[O:46])[CH2:41][CH2:40]1)=[O:38])([CH3:35])([CH3:34])[CH3:33].C(N(CC)CC)C, predict the reaction product. The product is: [C:32]([O:36][C:37]([N:39]1[CH2:44][CH2:43][CH:42]([C:45](=[O:46])[NH:27][CH2:26][C:25]2[CH:28]=[CH:29][C:22]([O:21][CH2:14][C:15]3[CH:20]=[CH:19][CH:18]=[CH:17][CH:16]=3)=[C:23]([O:30][CH3:31])[CH:24]=2)[CH2:41][CH2:40]1)=[O:38])([CH3:35])([CH3:34])[CH3:33]. (4) The product is: [Cl:1][C:2]1[CH:10]=[C:9]2[C:5]([C:6]([C:11]([NH2:17])=[O:13])=[N:7][NH:8]2)=[CH:4][CH:3]=1. Given the reactants [Cl:1][C:2]1[CH:10]=[C:9]2[C:5]([C:6]([C:11]([OH:13])=O)=[N:7][NH:8]2)=[CH:4][CH:3]=1.[NH4+].[Cl-].C[N:17](C(ON1N=NC2C=CC=CC1=2)=[N+](C)C)C.F[P-](F)(F)(F)(F)F.CCN(C(C)C)C(C)C, predict the reaction product. (5) Given the reactants S([O:8][S:9]([C:12]([F:15])([F:14])[F:13])(=[O:11])=[O:10])(C(F)(F)F)(=O)=O.[F:16][C:17]([F:26])([F:25])[C:18]1[N:23]=[CH:22][C:21](O)=[CH:20][N:19]=1.P([O-])([O-])([O-])=O.[K+].[K+].[K+], predict the reaction product. The product is: [F:15][C:12]([F:13])([F:14])[S:9]([O:8][C:21]1[CH:20]=[N:19][C:18]([C:17]([F:26])([F:25])[F:16])=[N:23][CH:22]=1)(=[O:10])=[O:11]. (6) The product is: [CH:1]([NH:4][C:5]([C:7]1[C:15]2[C:10](=[N:11][CH:12]=[C:13]([O:32][C:30]3[CH:29]=[CH:28][CH:27]=[C:26]([CH3:25])[N:31]=3)[N:14]=2)[N:9]([CH2:17][O:18][CH2:19][CH2:20][Si:21]([CH3:24])([CH3:23])[CH3:22])[CH:8]=1)=[O:6])([CH3:3])[CH3:2]. Given the reactants [CH:1]([NH:4][C:5]([C:7]1[C:15]2[C:10](=[N:11][CH:12]=[C:13](Br)[N:14]=2)[N:9]([CH2:17][O:18][CH2:19][CH2:20][Si:21]([CH3:24])([CH3:23])[CH3:22])[CH:8]=1)=[O:6])([CH3:3])[CH3:2].[CH3:25][C:26]1[N:31]=[C:30]([OH:32])[CH:29]=[CH:28][CH:27]=1.C([O-])([O-])=O.[Cs+].[Cs+], predict the reaction product.